Dataset: Catalyst prediction with 721,799 reactions and 888 catalyst types from USPTO. Task: Predict which catalyst facilitates the given reaction. (1) Product: [CH2:8]([C:7]1[CH:6]=[CH:5][S:4][C:3]=1[CH:23]=[O:24])[CH2:9][CH2:10][CH2:11][CH2:12][CH2:13][CH2:14][CH2:15][CH2:16][CH2:17][CH2:18][CH3:19]. Reactant: [Mg].Br[C:3]1[S:4][CH:5]=[CH:6][C:7]=1[CH2:8][CH2:9][CH2:10][CH2:11][CH2:12][CH2:13][CH2:14][CH2:15][CH2:16][CH2:17][CH2:18][CH3:19].CN([CH:23]=[O:24])C.Cl. The catalyst class is: 1. (2) Reactant: [CH3:1][S:2]([C:5]1[CH:19]=[C:18]([C:20]([F:23])([F:22])[F:21])[CH:17]=[CH:16][C:6]=1[NH:7][NH:8][C:9](=O)OC(C)(C)C)(=[O:4])=[O:3].[C:24]([OH:32])(=[O:31])/[C:25](=[C:27](\C=O)/[Br:28])/[Br:26]. Product: [Br:26]/[C:25](=[C:27](\[Br:28])/[CH:9]=[N:8]\[NH:7][C:6]1[CH:16]=[CH:17][C:18]([C:20]([F:21])([F:22])[F:23])=[CH:19][C:5]=1[S:2]([CH3:1])(=[O:3])=[O:4])/[C:24]([OH:32])=[O:31]. The catalyst class is: 33. (3) Reactant: [C:1]1([N:7]2[C:11]3[CH:12]=[CH:13][CH:14]=[CH:15][C:10]=3[NH:9][C:8]2=[O:16])[CH:6]=[CH:5][CH:4]=[CH:3][CH:2]=1.C([O-])([O-])=O.[K+].[K+].[Br:23][C:24]1[CH:31]=[CH:30][CH:29]=[CH:28][C:25]=1[CH2:26]Br. Product: [Br:23][C:24]1[CH:31]=[CH:30][CH:29]=[CH:28][C:25]=1[CH2:26][N:9]1[C:10]2[CH:15]=[CH:14][CH:13]=[CH:12][C:11]=2[N:7]([C:1]2[CH:2]=[CH:3][CH:4]=[CH:5][CH:6]=2)[C:8]1=[O:16]. The catalyst class is: 3. (4) Reactant: [C:1]1([C:10]2[CH:15]=[CH:14][CH:13]=[CH:12][CH:11]=2)[C:2]([N:7]=[C:8]=[O:9])=[CH:3][CH:4]=[CH:5][CH:6]=1.[CH2:16]([N:23]1[CH2:28][CH2:27][CH:26]([OH:29])[CH2:25][CH2:24]1)[C:17]1[CH:22]=[CH:21][CH:20]=[CH:19][CH:18]=1. Product: [C:1]1([C:10]2[CH:15]=[CH:14][CH:13]=[CH:12][CH:11]=2)[CH:6]=[CH:5][CH:4]=[CH:3][C:2]=1[NH:7][C:8](=[O:9])[O:29][CH:26]1[CH2:27][CH2:28][N:23]([CH2:16][C:17]2[CH:18]=[CH:19][CH:20]=[CH:21][CH:22]=2)[CH2:24][CH2:25]1. The catalyst class is: 10. (5) The catalyst class is: 99. Reactant: [N:1]([C@H:4]1[CH2:10][CH2:9][CH2:8][O:7][C:6]2[CH:11]=[C:12]([O:18][CH2:19][CH:20]3[CH2:25][CH2:24][CH2:23][CH2:22][CH2:21]3)[C:13]([C:15]([NH2:17])=[O:16])=[CH:14][C:5]1=2)=[N+]=[N-]. Product: [NH2:1][C@H:4]1[CH2:10][CH2:9][CH2:8][O:7][C:6]2[CH:11]=[C:12]([O:18][CH2:19][CH:20]3[CH2:25][CH2:24][CH2:23][CH2:22][CH2:21]3)[C:13]([C:15]([NH2:17])=[O:16])=[CH:14][C:5]1=2. (6) Product: [CH2:11]([S:13]([C:9]1[CH:8]=[CH:7][C:4]([CH:5]=[O:6])=[CH:3][C:2]=1[F:1])(=[O:15])=[O:14])[CH3:12]. The catalyst class is: 16. Reactant: [F:1][C:2]1[CH:3]=[C:4]([CH:7]=[CH:8][C:9]=1F)[CH:5]=[O:6].[CH2:11]([S:13]([O-:15])=[O:14])[CH3:12].[Na+].